Dataset: Forward reaction prediction with 1.9M reactions from USPTO patents (1976-2016). Task: Predict the product of the given reaction. (1) Given the reactants [C:1]1([CH2:7][CH2:8][CH2:9][C:10]([OH:12])=O)[CH:6]=[CH:5][CH:4]=[CH:3][CH:2]=1.[NH2:13][C:14]1[N:19]=[N:18][C:17]([N:20]2[CH2:25][CH2:24][N:23]([C:26]([C:28]3[CH:33]=[CH:32][CH:31]=[CH:30][C:29]=3[C:34]([F:37])([F:36])[F:35])=[O:27])[CH2:22][CH2:21]2)=[CH:16][CH:15]=1, predict the reaction product. The product is: [C:1]1([CH2:7][CH2:8][CH2:9][C:10]([NH:13][C:14]2[N:19]=[N:18][C:17]([N:20]3[CH2:21][CH2:22][N:23]([C:26](=[O:27])[C:28]4[CH:33]=[CH:32][CH:31]=[CH:30][C:29]=4[C:34]([F:37])([F:36])[F:35])[CH2:24][CH2:25]3)=[CH:16][CH:15]=2)=[O:12])[CH:2]=[CH:3][CH:4]=[CH:5][CH:6]=1. (2) Given the reactants C(OC([NH:8][CH2:9][CH2:10][CH2:11][NH:12][C:13]1[CH:22]=[CH:21][CH:20]=[C:19]2[C:14]=1[CH:15]=[CH:16][N:17]=[CH:18]2)=O)(C)(C)C.[ClH:23].CO, predict the reaction product. The product is: [ClH:23].[CH:18]1[C:19]2[C:14](=[C:13]([NH:12][CH2:11][CH2:10][CH2:9][NH2:8])[CH:22]=[CH:21][CH:20]=2)[CH:15]=[CH:16][N:17]=1.